This data is from NCI-60 drug combinations with 297,098 pairs across 59 cell lines. The task is: Regression. Given two drug SMILES strings and cell line genomic features, predict the synergy score measuring deviation from expected non-interaction effect. (1) Drug 1: COC1=CC(=CC(=C1O)OC)C2C3C(COC3=O)C(C4=CC5=C(C=C24)OCO5)OC6C(C(C7C(O6)COC(O7)C8=CC=CS8)O)O. Drug 2: CCN(CC)CCCC(C)NC1=C2C=C(C=CC2=NC3=C1C=CC(=C3)Cl)OC. Synergy scores: CSS=61.7, Synergy_ZIP=8.08, Synergy_Bliss=9.30, Synergy_Loewe=-0.930, Synergy_HSA=11.1. Cell line: HCT-15. (2) Synergy scores: CSS=22.0, Synergy_ZIP=-5.62, Synergy_Bliss=-1.09, Synergy_Loewe=0.721, Synergy_HSA=2.11. Drug 1: CN1CCC(CC1)COC2=C(C=C3C(=C2)N=CN=C3NC4=C(C=C(C=C4)Br)F)OC. Drug 2: C1=CC(=CC=C1CCC2=CNC3=C2C(=O)NC(=N3)N)C(=O)NC(CCC(=O)O)C(=O)O. Cell line: DU-145. (3) Drug 1: CC1=C2C(C(=O)C3(C(CC4C(C3C(C(C2(C)C)(CC1OC(=O)C(C(C5=CC=CC=C5)NC(=O)OC(C)(C)C)O)O)OC(=O)C6=CC=CC=C6)(CO4)OC(=O)C)O)C)O. Drug 2: C1CN(P(=O)(OC1)NCCCl)CCCl. Cell line: 786-0. Synergy scores: CSS=-3.06, Synergy_ZIP=0.629, Synergy_Bliss=-0.490, Synergy_Loewe=-5.19, Synergy_HSA=-3.77.